Dataset: Peptide-MHC class I binding affinity with 185,985 pairs from IEDB/IMGT. Task: Regression. Given a peptide amino acid sequence and an MHC pseudo amino acid sequence, predict their binding affinity value. This is MHC class I binding data. (1) The peptide sequence is HPRARSMSS. The MHC is HLA-B46:01 with pseudo-sequence HLA-B46:01. The binding affinity (normalized) is 0.0847. (2) The peptide sequence is KMFHGGLRY. The MHC is HLA-B15:09 with pseudo-sequence HLA-B15:09. The binding affinity (normalized) is 0.0847.